From a dataset of Catalyst prediction with 721,799 reactions and 888 catalyst types from USPTO. Predict which catalyst facilitates the given reaction. (1) The catalyst class is: 2. Product: [Si:17]([O:5][C:3]([CH3:6])([CH3:4])[C@@H:2]([NH2:1])[CH3:7])([C:14]([CH3:16])([CH3:15])[CH3:13])([CH3:19])[CH3:18]. Reactant: [NH2:1][C@@H:2]([CH3:7])[C:3]([CH3:6])([OH:5])[CH3:4].N1C=CN=C1.[CH3:13][C:14]([Si:17](Cl)([CH3:19])[CH3:18])([CH3:16])[CH3:15]. (2) Reactant: [C:1]([C:3]([O:5][CH2:6][CH3:7])=[O:4])#[N:2].C1(N=[CH:15][C:16]2[O:17][CH:18]=[CH:19][C:20]=2[CH3:21])C=CC=CC=1.ClC(OCC)=O. Product: [CH2:6]([O:5][C:3]([C:1]1[CH:21]=[C:20]2[CH:19]=[CH:18][O:17][C:16]2=[CH:15][N:2]=1)=[O:4])[CH3:7]. The catalyst class is: 113. (3) Reactant: [Cl:1][C:2]1[CH:3]=[CH:4][C:5]2[N:6]([CH:8]=[C:9]([NH2:11])[N:10]=2)[N:7]=1.[C:12]([O:16][C:17]([N:19]1[CH2:24][CH2:23][CH2:22][CH2:21][CH:20]1[CH2:25][CH2:26][C:27](O)=[O:28])=[O:18])([CH3:15])([CH3:14])[CH3:13].CN(C(ON1N=NC2C=CC=NC1=2)=[N+](C)C)C.F[P-](F)(F)(F)(F)F.CCN(C(C)C)C(C)C. Product: [Cl:1][C:2]1[CH:3]=[CH:4][C:5]2[N:6]([CH:8]=[C:9]([NH:11][C:27](=[O:28])[CH2:26][CH2:25][CH:20]3[CH2:21][CH2:22][CH2:23][CH2:24][N:19]3[C:17]([O:16][C:12]([CH3:14])([CH3:13])[CH3:15])=[O:18])[N:10]=2)[N:7]=1. The catalyst class is: 2. (4) Reactant: B(Cl)(Cl)Cl.[CH3:5][O:6][C:7](=[O:48])[CH:8]([N:29]1[CH2:34][CH2:33][N:32]([C:35]2[CH:40]=[CH:39][CH:38]=[C:37]([O:41][C:42]([F:45])([F:44])[F:43])[CH:36]=2)[CH:31]([CH3:46])[C:30]1=[O:47])[CH2:9][CH2:10][O:11][Si](C(C)(C)C)(C1C=CC=CC=1)C1C=CC=CC=1. Product: [CH3:5][O:6][C:7](=[O:48])[CH:8]([N:29]1[CH2:34][CH2:33][N:32]([C:35]2[CH:40]=[CH:39][CH:38]=[C:37]([O:41][C:42]([F:45])([F:43])[F:44])[CH:36]=2)[CH:31]([CH3:46])[C:30]1=[O:47])[CH2:9][CH2:10][OH:11]. The catalyst class is: 2. (5) Reactant: [CH2:1]([O:8][C:9]1[CH:10]=[CH:11][C:12]([CH2:15][CH:16]([NH:31]C(=O)OC(C)(C)C)[C:17]([NH:19][CH2:20][C:21]2[CH:26]=[CH:25][C:24]([C:27](=[O:30])[NH:28][OH:29])=[CH:23][CH:22]=2)=[O:18])=[N:13][CH:14]=1)[C:2]1[CH:7]=[CH:6][CH:5]=[CH:4][CH:3]=1. Product: [NH2:31][CH:16]([CH2:15][C:12]1[CH:11]=[CH:10][C:9]([O:8][CH2:1][C:2]2[CH:3]=[CH:4][CH:5]=[CH:6][CH:7]=2)=[CH:14][N:13]=1)[C:17]([NH:19][CH2:20][C:21]1[CH:22]=[CH:23][C:24]([C:27]([NH:28][OH:29])=[O:30])=[CH:25][CH:26]=1)=[O:18]. The catalyst class is: 137.